From a dataset of NCI-60 drug combinations with 297,098 pairs across 59 cell lines. Regression. Given two drug SMILES strings and cell line genomic features, predict the synergy score measuring deviation from expected non-interaction effect. (1) Drug 1: C1=CC(=C2C(=C1NCCNCCO)C(=O)C3=C(C=CC(=C3C2=O)O)O)NCCNCCO. Drug 2: CNC(=O)C1=NC=CC(=C1)OC2=CC=C(C=C2)NC(=O)NC3=CC(=C(C=C3)Cl)C(F)(F)F. Cell line: SK-OV-3. Synergy scores: CSS=57.2, Synergy_ZIP=-6.23, Synergy_Bliss=-3.63, Synergy_Loewe=-17.8, Synergy_HSA=-0.720. (2) Drug 1: CC1=C2C(C(=O)C3(C(CC4C(C3C(C(C2(C)C)(CC1OC(=O)C(C(C5=CC=CC=C5)NC(=O)C6=CC=CC=C6)O)O)OC(=O)C7=CC=CC=C7)(CO4)OC(=O)C)O)C)OC(=O)C. Drug 2: C#CCC(CC1=CN=C2C(=N1)C(=NC(=N2)N)N)C3=CC=C(C=C3)C(=O)NC(CCC(=O)O)C(=O)O. Cell line: SW-620. Synergy scores: CSS=49.9, Synergy_ZIP=-0.402, Synergy_Bliss=-2.45, Synergy_Loewe=-13.8, Synergy_HSA=-3.16. (3) Drug 1: C(=O)(N)NO. Drug 2: CC(C)CN1C=NC2=C1C3=CC=CC=C3N=C2N. Cell line: NCI-H322M. Synergy scores: CSS=-1.57, Synergy_ZIP=2.81, Synergy_Bliss=2.44, Synergy_Loewe=-2.25, Synergy_HSA=-2.21. (4) Drug 2: C1CC(=O)NC(=O)C1N2C(=O)C3=CC=CC=C3C2=O. Drug 1: CCC(=C(C1=CC=CC=C1)C2=CC=C(C=C2)OCCN(C)C)C3=CC=CC=C3.C(C(=O)O)C(CC(=O)O)(C(=O)O)O. Cell line: NCIH23. Synergy scores: CSS=8.58, Synergy_ZIP=3.92, Synergy_Bliss=0.974, Synergy_Loewe=-8.68, Synergy_HSA=-1.67. (5) Drug 1: C1CN1P(=S)(N2CC2)N3CC3. Drug 2: CC1=C2C(C(=O)C3(C(CC4C(C3C(C(C2(C)C)(CC1OC(=O)C(C(C5=CC=CC=C5)NC(=O)OC(C)(C)C)O)O)OC(=O)C6=CC=CC=C6)(CO4)OC(=O)C)O)C)O. Cell line: OVCAR-8. Synergy scores: CSS=16.1, Synergy_ZIP=-4.64, Synergy_Bliss=0.252, Synergy_Loewe=-1.30, Synergy_HSA=-2.10. (6) Drug 1: CC12CCC3C(C1CCC2=O)CC(=C)C4=CC(=O)C=CC34C. Drug 2: C1CN1P(=S)(N2CC2)N3CC3. Cell line: HCT-15. Synergy scores: CSS=25.4, Synergy_ZIP=1.24, Synergy_Bliss=5.01, Synergy_Loewe=0.721, Synergy_HSA=5.89. (7) Drug 1: CS(=O)(=O)OCCCCOS(=O)(=O)C. Drug 2: C1CN(P(=O)(OC1)NCCCl)CCCl. Cell line: BT-549. Synergy scores: CSS=12.6, Synergy_ZIP=-0.0197, Synergy_Bliss=1.88, Synergy_Loewe=-1.06, Synergy_HSA=1.94.